From a dataset of Full USPTO retrosynthesis dataset with 1.9M reactions from patents (1976-2016). Predict the reactants needed to synthesize the given product. (1) The reactants are: [Cl:1][C:2]1[N:7]=[C:6]([C:8]([O:10]C)=[O:9])[CH:5]=[CH:4][C:3]=1[F:12].O.O.[OH-].[Li+]. Given the product [Cl:1][C:2]1[N:7]=[C:6]([C:8]([OH:10])=[O:9])[CH:5]=[CH:4][C:3]=1[F:12], predict the reactants needed to synthesize it. (2) Given the product [NH2:33][C@@H:31]1[CH2:32][C@H:27]([C:26]2[CH:25]=[CH:24][N:23]=[CH:22][C:21]=2[NH:20][C:18](=[O:19])[C:16]2[CH:15]=[CH:14][C:13]([F:43])=[C:12]([C:6]3[C:5]([F:4])=[CH:10][CH:9]=[CH:8][C:7]=3[F:11])[N:17]=2)[CH2:28][C@H:29]([CH3:42])/[C:30]/1=[N:2]/[OH:3], predict the reactants needed to synthesize it. The reactants are: Cl.[NH2:2][OH:3].[F:4][C:5]1[CH:10]=[CH:9][CH:8]=[C:7]([F:11])[C:6]=1[C:12]1[N:17]=[C:16]([C:18]([NH:20][C:21]2[CH:22]=[N:23][CH:24]=[CH:25][C:26]=2[C@H:27]2[CH2:32][C@@H:31]([NH:33]C(=O)OC(C)(C)C)[C:30](=O)[C@@H:29]([CH3:42])[CH2:28]2)=[O:19])[CH:15]=[CH:14][C:13]=1[F:43].